This data is from Forward reaction prediction with 1.9M reactions from USPTO patents (1976-2016). The task is: Predict the product of the given reaction. (1) Given the reactants I[C:2]1[CH:7]=[CH:6][N:5]2[CH:8]=[CH:9][N:10]=[C:4]2[CH:3]=1.Br[C:12]1[CH:17]=[C:16]([CH3:18])[N:15]=[C:14]([CH3:19])[CH:13]=1, predict the reaction product. The product is: [CH3:19][C:14]1[CH:13]=[C:12]([C:2]2[CH:7]=[CH:6][N:5]3[CH:8]=[CH:9][N:10]=[C:4]3[CH:3]=2)[CH:17]=[C:16]([CH3:18])[N:15]=1. (2) Given the reactants [NH3:1].Br[CH2:3][C:4]1[N:13]=[C:7]2[CH:8]=[CH:9][C:10]([Cl:12])=[CH:11][N:6]2[N:5]=1, predict the reaction product. The product is: [Cl:12][C:10]1[CH:9]=[CH:8][C:7]2[N:6]([N:5]=[C:4]([CH2:3][NH2:1])[N:13]=2)[CH:11]=1. (3) The product is: [CH2:9]([N:11]([CH2:15][CH3:16])[CH2:12][CH2:13][O:8][C:5]1[CH:4]=[N:3][C:2]([NH2:1])=[N:7][CH:6]=1)[CH3:10]. Given the reactants [NH2:1][C:2]1[N:7]=[CH:6][C:5]([OH:8])=[CH:4][N:3]=1.[CH2:9]([N:11]([CH2:15][CH3:16])[CH2:12][CH2:13]O)[CH3:10].C1C=CC(P(C2C=CC=CC=2)C2C=CC=CC=2)=CC=1.CC(OC(/N=N/C(OC(C)C)=O)=O)C, predict the reaction product. (4) Given the reactants [C:1]1([C:7]2[CH:15]=[CH:14][C:10]([C:11]([OH:13])=[O:12])=[CH:9][C:8]=2[CH2:16][CH3:17])[CH2:6][CH2:5][CH2:4][CH2:3][CH:2]=1, predict the reaction product. The product is: [CH:1]1([C:7]2[CH:15]=[CH:14][C:10]([C:11]([OH:13])=[O:12])=[CH:9][C:8]=2[CH2:16][CH3:17])[CH2:2][CH2:3][CH2:4][CH2:5][CH2:6]1. (5) The product is: [CH3:1][C:2]1[C:10]2[C:9](=[O:11])[CH2:8][C:7]([CH3:13])([CH3:12])[CH2:6][C:5]=2[N:4]([CH2:18][C:19]2[CH:28]=[CH:27][C:22]([C:23]([O:25][CH3:26])=[O:24])=[CH:21][CH:20]=2)[CH:3]=1. Given the reactants [CH3:1][C:2]1[C:10]2[C:9](=[O:11])[CH2:8][C:7]([CH3:13])([CH3:12])[CH2:6][C:5]=2[NH:4][CH:3]=1.[H-].[Na+].BrC[CH2:18][C:19]1[CH:28]=[CH:27][C:22]([C:23]([O:25][CH3:26])=[O:24])=[CH:21][CH:20]=1, predict the reaction product.